From a dataset of Reaction yield outcomes from USPTO patents with 853,638 reactions. Predict the reaction yield, written as a fraction of the theoretical maximum amount of product (1.0 means a 100% yield; for example, 0.34 means a 34% yield). (1) The reactants are Cl[C:2]1[CH:7]=[C:6]([Cl:8])[N:5]=[CH:4][N:3]=1.[F:9][C:10]1[CH:15]=[C:14]([N+:16]([O-:18])=[O:17])[CH:13]=[CH:12][C:11]=1[OH:19].CN(C=O)C.C(=O)([O-])[O-].[K+].[K+]. The catalyst is O. The product is [Cl:8][C:6]1[CH:7]=[C:2]([O:19][C:11]2[CH:12]=[CH:13][C:14]([N+:16]([O-:18])=[O:17])=[CH:15][C:10]=2[F:9])[N:3]=[CH:4][N:5]=1. The yield is 0.940. (2) The reactants are [CH2:1]1[C:10]2[C:5](=CC=C[CH:9]=2)[CH2:4][CH2:3][N:2]1[CH2:11][CH2:12][CH2:13][CH2:14][O:15][C:16]1[N:25]=[C:24]2[C:19]([CH:20]=[CH:21][C:22](=[O:26])[NH:23]2)=[CH:18][CH:17]=1.[N:27]1[CH:32]=[CH:31][CH:30]=[CH:29][C:28]=1[N:33]1C=C2CNCCC2=[N:34]1. No catalyst specified. The product is [N:27]1[CH:32]=[CH:31][CH:30]=[CH:29][C:28]=1[N:33]1[CH:9]=[C:10]2[CH2:1][N:2]([CH2:11][CH2:12][CH2:13][CH2:14][O:15][C:16]3[N:25]=[C:24]4[C:19]([CH:20]=[CH:21][C:22](=[O:26])[NH:23]4)=[CH:18][CH:17]=3)[CH2:3][CH2:4][C:5]2=[N:34]1. The yield is 0.550. (3) The reactants are [C:1]1([CH3:16])[CH:6]=[CH:5][C:4]([O:7][C:8]2[C:13]([CH2:14][NH2:15])=[CH:12][N:11]=[CH:10][N:9]=2)=[CH:3][CH:2]=1.CCN(C(C)C)C(C)C.Cl[C:27]1[N:32]=[C:31]([Cl:33])[C:30]([C:34]([F:37])([F:36])[F:35])=[CH:29][N:28]=1. The catalyst is CN(C=O)C. The product is [Cl:33][C:31]1[C:30]([C:34]([F:36])([F:35])[F:37])=[CH:29][N:28]=[C:27]([NH:15][CH2:14][C:13]2[C:8]([O:7][C:4]3[CH:3]=[CH:2][C:1]([CH3:16])=[CH:6][CH:5]=3)=[N:9][CH:10]=[N:11][CH:12]=2)[N:32]=1. The yield is 0.270. (4) The reactants are [Si:1]([O:8][CH2:9][CH2:10][N:11]1[C:19]2[C:14](=[CH:15][CH:16]=[CH:17][CH:18]=2)[C:13]([CH2:20][CH2:21][CH2:22][OH:23])=[CH:12]1)([C:4]([CH3:7])([CH3:6])[CH3:5])([CH3:3])[CH3:2].[CH3:24][S:25](Br)(=[O:27])=[O:26].C(N(CC)CC)C. The catalyst is C(Cl)Cl. The product is [CH3:24][S:25]([O:23][CH2:22][CH2:21][CH2:20][C:13]1[C:14]2[C:19](=[CH:18][CH:17]=[CH:16][CH:15]=2)[N:11]([CH2:10][CH2:9][O:8][Si:1]([C:4]([CH3:7])([CH3:6])[CH3:5])([CH3:3])[CH3:2])[CH:12]=1)(=[O:27])=[O:26]. The yield is 0.880. (5) The yield is 0.850. The reactants are [Br:1][C:2]1[CH:10]=[CH:9][C:5]([N:6]([CH3:8])[CH3:7])=[CH:4][CH:3]=1.FC(F)(F)S(O[C:17]1[CH:22]=[CH:21]C=[CH:19][C:18]=1[Si](C)(C)C)(=O)=O.[F-].[K+].C1OCCOCCOCCOCCOCCOC1. The catalyst is C1COCC1. The product is [Br:1][C:2]1[CH:10]=[CH:9][C:5]([N:6]([CH3:8])[C:7]2[CH:21]=[CH:22][CH:17]=[CH:18][CH:19]=2)=[CH:4][CH:3]=1. (6) The reactants are [CH:1]([N:4]1[CH2:9][CH2:8][CH:7]([O:10][C:11]2[CH:19]=[CH:18][C:17]3[N:16]4[C@H:20]([CH3:25])[CH2:21][NH:22][C:23](=[O:24])[C:15]4=[CH:14][C:13]=3[CH:12]=2)[CH2:6][CH2:5]1)([CH3:3])[CH3:2].[H-].[Na+].Cl[CH2:29][C:30]1[N:31]=[C:32]([CH3:35])[S:33][CH:34]=1. No catalyst specified. The product is [CH:1]([N:4]1[CH2:9][CH2:8][CH:7]([O:10][C:11]2[CH:19]=[CH:18][C:17]3[N:16]4[C@H:20]([CH3:25])[CH2:21][N:22]([CH2:29][C:30]5[N:31]=[C:32]([CH3:35])[S:33][CH:34]=5)[C:23](=[O:24])[C:15]4=[CH:14][C:13]=3[CH:12]=2)[CH2:6][CH2:5]1)([CH3:3])[CH3:2]. The yield is 0.610. (7) The reactants are FC(F)(F)S([O:6][Si:7]([CH:14]([CH3:16])[CH3:15])([CH:11]([CH3:13])[CH3:12])[CH:8]([CH3:10])[CH3:9])(=O)=O.[F:19][C:20]1[CH:21]=[CH:22][C:23]2[N:24]([C:26]([N:29]3[CH2:33][CH2:32][CH2:31][C@H:30]3[CH2:34]O)=[N:27][N:28]=2)[CH:25]=1.CCN(CC)CC.N. The catalyst is CO.C(Cl)Cl.CN(C=O)C. The product is [F:19][C:20]1[CH:21]=[CH:22][C:23]2[N:24]([C:26]([N:29]3[CH2:33][CH2:32][CH2:31][C@H:30]3[CH2:34][O:6][Si:7]([CH:8]([CH3:9])[CH3:10])([CH:11]([CH3:12])[CH3:13])[CH:14]([CH3:15])[CH3:16])=[N:27][N:28]=2)[CH:25]=1. The yield is 0.310. (8) The reactants are [CH:1]([C:3]1[CH:4]=[C:5]([CH:10]=[CH:11][CH:12]=1)[C:6]([O:8][CH3:9])=[O:7])=[O:2].[CH2:13]([Mg]Br)[CH2:14][CH2:15][CH2:16][CH2:17][CH2:18][CH3:19]. The catalyst is O1CCCC1. The product is [OH:2][CH:1]([C:3]1[CH:4]=[C:5]([CH:10]=[CH:11][CH:12]=1)[C:6]([O:8][CH3:9])=[O:7])[CH2:13][CH2:14][CH2:15][CH2:16][CH2:17][CH2:18][CH3:19]. The yield is 0.690. (9) The reactants are C1(S([N:10]2[CH:14]=[CH:13][C:12]([C:15]([F:18])([F:17])[F:16])=[C:11]2[C:19]([NH:21][C:22]2[CH:27]=[CH:26][CH:25]=[CH:24][C:23]=2[CH3:28])=[O:20])(=O)=O)C=CC=CC=1.[OH-].[Na+]. The catalyst is CO. The product is [C:23]1([CH3:28])[CH:24]=[CH:25][CH:26]=[CH:27][C:22]=1[NH:21][C:19]([C:11]1[NH:10][CH:14]=[CH:13][C:12]=1[C:15]([F:16])([F:17])[F:18])=[O:20]. The yield is 0.500.